From a dataset of Peptide-MHC class II binding affinity with 134,281 pairs from IEDB. Regression. Given a peptide amino acid sequence and an MHC pseudo amino acid sequence, predict their binding affinity value. This is MHC class II binding data. (1) The peptide sequence is AKDVIPEGWKADTAY. The MHC is DRB1_0802 with pseudo-sequence DRB1_0802. The binding affinity (normalized) is 0.163. (2) The binding affinity (normalized) is 0.917. The peptide sequence is YQIAFSRGNRAFIAI. The MHC is DRB1_0901 with pseudo-sequence DRB1_0901. (3) The peptide sequence is MAFQEMENFLGPIAV. The MHC is HLA-DQA10201-DQB10303 with pseudo-sequence HLA-DQA10201-DQB10303. The binding affinity (normalized) is 0. (4) The peptide sequence is GDGFIDFNEFISFCN. The MHC is DRB1_1501 with pseudo-sequence DRB1_1501. The binding affinity (normalized) is 0.589. (5) The peptide sequence is SADEVQRMMAEIDTD. The MHC is DRB1_0301 with pseudo-sequence DRB1_0301. The binding affinity (normalized) is 0.294. (6) The peptide sequence is PPFSRVVHLYRNGKD. The MHC is HLA-DPA10201-DPB11401 with pseudo-sequence HLA-DPA10201-DPB11401. The binding affinity (normalized) is 0.393. (7) The peptide sequence is GELQDVDKIDAAFKI. The MHC is DRB3_0202 with pseudo-sequence DRB3_0202. The binding affinity (normalized) is 0.126. (8) The peptide sequence is VDFQKTMKVTGVTTQGVKSL. The MHC is DRB1_0401 with pseudo-sequence DRB1_0401. The binding affinity (normalized) is 0. (9) The peptide sequence is AFVVAATAANAAPAN. The MHC is DRB1_0701 with pseudo-sequence DRB1_0701. The binding affinity (normalized) is 0.517.